From a dataset of Catalyst prediction with 721,799 reactions and 888 catalyst types from USPTO. Predict which catalyst facilitates the given reaction. (1) Reactant: [C:1]([C:4]([N:6]([CH2:18][C:19]1[CH:24]=[CH:23][C:22]([C:25]#[C:26][CH2:27][CH2:28][CH2:29][CH2:30][CH2:31][CH2:32][CH2:33][CH2:34][C:35]([OH:37])=[O:36])=[CH:21][CH:20]=1)[CH2:7][C:8]1[CH:13]=[CH:12][C:11]([C:14]([F:17])([F:16])[F:15])=[CH:10][CH:9]=1)=[O:5])([OH:3])=[O:2]. Product: [C:1]([C:4]([N:6]([CH2:18][C:19]1[CH:20]=[CH:21][C:22]([CH2:25][CH2:26][CH2:27][CH2:28][CH2:29][CH2:30][CH2:31][CH2:32][CH2:33][CH2:34][C:35]([OH:37])=[O:36])=[CH:23][CH:24]=1)[CH2:7][C:8]1[CH:13]=[CH:12][C:11]([C:14]([F:15])([F:17])[F:16])=[CH:10][CH:9]=1)=[O:5])([OH:3])=[O:2]. The catalyst class is: 25. (2) Reactant: C[O:2][C:3]1[CH:4]=[C:5]2[CH:11]=[CH:10][NH:9][C:6]2=[N:7][CH:8]=1.B(Br)(Br)Br.[OH-].[Na+]. Product: [OH:2][C:3]1[CH:4]=[C:5]2[CH:11]=[CH:10][NH:9][C:6]2=[N:7][CH:8]=1. The catalyst class is: 46. (3) Reactant: [CH2:1]([O:8][C:9](=[O:32])[NH:10][CH:11]1[CH2:20][CH2:19][C:14]2([O:18][CH2:17][CH2:16][O:15]2)[CH2:13][CH:12]1[CH2:21][S:22]([C:25]1[CH:30]=[CH:29][C:28](Br)=[CH:27][CH:26]=1)(=[O:24])=[O:23])[C:2]1[CH:7]=[CH:6][CH:5]=[CH:4][CH:3]=1.[C:33](C1C=C(C)C=C(C(C)(C)C)C=1O)(C)(C)[CH3:34]. Product: [CH2:1]([O:8][C:9](=[O:32])[NH:10][C@H:11]1[CH2:20][CH2:19][C:14]2([O:18][CH2:17][CH2:16][O:15]2)[CH2:13][C@H:12]1[CH2:21][S:22]([C:25]1[CH:30]=[CH:29][C:28]([CH:33]=[CH2:34])=[CH:27][CH:26]=1)(=[O:24])=[O:23])[C:2]1[CH:7]=[CH:6][CH:5]=[CH:4][CH:3]=1. The catalyst class is: 747. (4) Product: [N:32]1([C:38]([N:22]2[CH2:21][CH2:20][CH:19]([CH2:18][N:14]([CH:10]3[CH2:9][CH2:8][C:7]4[C:12](=[CH:13][C:4]([N+:1]([O-:3])=[O:2])=[CH:5][CH:6]=4)[CH2:11]3)[CH2:15][CH2:16][CH3:17])[CH2:24][CH2:23]2)=[O:39])[CH2:37][CH2:36][O:35][CH2:34][CH2:33]1. Reactant: [N+:1]([C:4]1[CH:13]=[C:12]2[C:7]([CH2:8][CH2:9][CH:10]([N:14]([CH2:18][CH:19]3[CH2:24][CH2:23][NH:22][CH2:21][CH2:20]3)[CH2:15][CH2:16][CH3:17])[CH2:11]2)=[CH:6][CH:5]=1)([O-:3])=[O:2].C(N(CC)CC)C.[N:32]1([C:38](Cl)=[O:39])[CH2:37][CH2:36][O:35][CH2:34][CH2:33]1. The catalyst class is: 2. (5) Reactant: O[CH2:2][C:3]1([CH3:13])[CH2:12][CH2:11][C:10]2[C:5](=[CH:6][CH:7]=[CH:8][CH:9]=2)[NH:4]1.C(Br)(Br)(Br)[Br:15].C1C=CC(P(C2C=CC=CC=2)C2C=CC=CC=2)=CC=1. Product: [Br:15][CH2:2][C:3]1([CH3:13])[CH2:12][CH2:11][C:10]2[C:5](=[CH:6][CH:7]=[CH:8][CH:9]=2)[NH:4]1. The catalyst class is: 2. (6) Reactant: [CH3:1][C:2]1[N:7]=[C:6]([NH:8][S:9]([C:12]2[CH:17]=[CH:16][C:15]([C:18]3[CH:23]=[CH:22][C:21]([C:24]#[N:25])=[CH:20][CH:19]=3)=[CH:14][C:13]=2[O:26]C)(=[O:11])=[O:10])[CH:5]=[CH:4][CH:3]=1.B(Br)(Br)Br. Product: [CH3:1][C:2]1[N:7]=[C:6]([NH:8][S:9]([C:12]2[CH:17]=[CH:16][C:15]([C:18]3[CH:23]=[CH:22][C:21]([C:24]#[N:25])=[CH:20][CH:19]=3)=[CH:14][C:13]=2[OH:26])(=[O:11])=[O:10])[CH:5]=[CH:4][CH:3]=1. The catalyst class is: 2. (7) Reactant: [O:1]1[C:6]2[CH:7]=[CH:8][C:9]([CH2:11][NH:12][C:13]3([CH3:35])[CH2:18][CH2:17][N:16]([CH2:19][CH2:20][N:21]4[C:30]5[C:25](=[CH:26][CH:27]=[C:28]([O:31][CH3:32])[CH:29]=5)[C:24]([CH3:33])=[CH:23][C:22]4=[O:34])[CH2:15][CH2:14]3)=[CH:10][C:5]=2[O:4][CH2:3][CH2:2]1.[ClH:36].C(OCC)(=O)C. Product: [ClH:36].[O:1]1[C:6]2[CH:7]=[CH:8][C:9]([CH2:11][NH:12][C:13]3([CH3:35])[CH2:18][CH2:17][N:16]([CH2:19][CH2:20][N:21]4[C:30]5[C:25](=[CH:26][CH:27]=[C:28]([O:31][CH3:32])[CH:29]=5)[C:24]([CH3:33])=[CH:23][C:22]4=[O:34])[CH2:15][CH2:14]3)=[CH:10][C:5]=2[O:4][CH2:3][CH2:2]1. The catalyst class is: 13. (8) Reactant: [F:1][C:2]1[CH:3]=[C:4]([CH2:9][C:10]([O:12][CH3:13])=[O:11])[CH:5]=[C:6]([F:8])[CH:7]=1.[Br:14]N1C(=O)CCC1=O.CC(N=NC(C#N)(C)C)(C#N)C.C(Cl)(Cl)(Cl)Cl. Product: [Br:14][CH:9]([C:4]1[CH:3]=[C:2]([F:1])[CH:7]=[C:6]([F:8])[CH:5]=1)[C:10]([O:12][CH3:13])=[O:11]. The catalyst class is: 2. (9) Reactant: Cl[C:2]1[C:11]2=[N:12][N:13](CC3C=CC(OC)=CC=3)[CH:14]=[C:10]2[C:9]2[CH:8]=[CH:7][CH:6]=[C:5]([O:24][CH3:25])[C:4]=2[N:3]=1.[CH2:26]([N:28]1[CH2:33][CH2:32][N:31]([C:34]2[CH:40]=[CH:39][C:37]([NH2:38])=[CH:36][CH:35]=2)[CH2:30][CH2:29]1)[CH3:27].Cl. Product: [CH2:26]([N:28]1[CH2:29][CH2:30][N:31]([C:34]2[CH:40]=[CH:39][C:37]([NH:38][C:2]3[C:11]4=[N:12][NH:13][CH:14]=[C:10]4[C:9]4[CH:8]=[CH:7][CH:6]=[C:5]([O:24][CH3:25])[C:4]=4[N:3]=3)=[CH:36][CH:35]=2)[CH2:32][CH2:33]1)[CH3:27]. The catalyst class is: 71. (10) The catalyst class is: 11. Product: [CH3:1][C:2]1[C:11]2[C:6](=[CH:7][CH:8]=[CH:9][CH:10]=2)[N:5]([C:12]2[CH:17]=[CH:16][CH:15]=[CH:14][CH:13]=2)[C:4](=[S:28])[CH:3]=1. Reactant: [CH3:1][C:2]1[C:11]2[C:6](=[CH:7][CH:8]=[CH:9][CH:10]=2)[N:5]([C:12]2[CH:17]=[CH:16][CH:15]=[CH:14][CH:13]=2)[C:4](=O)[CH:3]=1.COC1C=CC(P2(SP(C3C=CC(OC)=CC=3)(=S)S2)=[S:28])=CC=1.